This data is from Full USPTO retrosynthesis dataset with 1.9M reactions from patents (1976-2016). The task is: Predict the reactants needed to synthesize the given product. (1) Given the product [CH:28]1[C:19]2[CH2:20][CH2:21][C:22]3[CH:27]=[CH:26][CH:25]=[CH:24][C:23]=3[CH:17]([O:16][CH2:15][CH2:14][O:13][C:10]3[CH:9]=[CH:8][C:7]([CH2:6][CH:5]([O:32][CH2:33][CH3:34])[C:4]([OH:35])=[O:3])=[CH:12][CH:11]=3)[C:18]=2[CH:31]=[CH:30][CH:29]=1, predict the reactants needed to synthesize it. The reactants are: C([O:3][C:4](=[O:35])[CH:5]([O:32][CH2:33][CH3:34])[CH2:6][C:7]1[CH:12]=[CH:11][C:10]([O:13][CH2:14][CH2:15][O:16][CH:17]2[C:23]3[CH:24]=[CH:25][CH:26]=[CH:27][C:22]=3[CH2:21][CH2:20][C:19]3[CH:28]=[CH:29][CH:30]=[CH:31][C:18]2=3)=[CH:9][CH:8]=1)C.[OH-].[Na+]. (2) Given the product [CH2:1]([C:5]1[N:10]=[C:9]([CH3:11])[N:8]([C:12]2[N:13]=[CH:14][C:15]([O:18][CH3:19])=[CH:16][N:17]=2)[C:7](=[O:20])[C:6]=1[CH2:21][C:22]1[CH:23]=[C:24]([CH2:32][CH2:33][CH3:34])[C:25]([O:31][CH:36]([C:41]2[CH:42]=[CH:43][C:44]([Cl:47])=[CH:45][CH:46]=2)[C:37]([O:39][CH3:40])=[O:38])=[C:26]([CH2:28][CH2:29][CH3:30])[CH:27]=1)[CH2:2][CH2:3][CH3:4], predict the reactants needed to synthesize it. The reactants are: [CH2:1]([C:5]1[N:10]=[C:9]([CH3:11])[N:8]([C:12]2[N:17]=[CH:16][C:15]([O:18][CH3:19])=[CH:14][N:13]=2)[C:7](=[O:20])[C:6]=1[CH2:21][C:22]1[CH:27]=[C:26]([CH2:28][CH2:29][CH3:30])[C:25]([OH:31])=[C:24]([CH2:32][CH2:33][CH3:34])[CH:23]=1)[CH2:2][CH2:3][CH3:4].Br[CH:36]([C:41]1[CH:46]=[CH:45][C:44]([Cl:47])=[CH:43][CH:42]=1)[C:37]([O:39][CH3:40])=[O:38]. (3) Given the product [Cl:27][C:21]1[CH:22]=[CH:23][C:24]([Cl:26])=[CH:25][C:20]=1[C:15]1[C:14]([NH:13][C:11]([C:10]2[CH:9]=[N:8][N:5]3[CH:6]=[CH:7][C:2]([NH2:28])=[N:3][C:4]=23)=[O:12])=[CH:18][N:17]([CH3:19])[N:16]=1, predict the reactants needed to synthesize it. The reactants are: Cl[C:2]1[CH:7]=[CH:6][N:5]2[N:8]=[CH:9][C:10]([C:11]([NH:13][C:14]3[C:15]([C:20]4[CH:25]=[C:24]([Cl:26])[CH:23]=[CH:22][C:21]=4[Cl:27])=[N:16][N:17]([CH3:19])[CH:18]=3)=[O:12])=[C:4]2[N:3]=1.[NH3:28]. (4) Given the product [S:1]1[CH:5]=[CH:4][CH:3]=[C:2]1[CH2:6][N:7]([CH:15]=[O:16])[CH2:8][CH2:9][C:10]([OH:12])=[O:11], predict the reactants needed to synthesize it. The reactants are: [S:1]1[CH:5]=[CH:4][CH:3]=[C:2]1[CH2:6][N:7]([CH:15]=[O:16])[CH2:8][CH2:9][C:10]([O:12]CC)=[O:11].[OH-].[K+]. (5) Given the product [Cl:1][C:2]1[CH:7]=[CH:6][CH:5]=[CH:4][C:3]=1[C:8]1[C:12]([C:13]([OH:15])=[O:14])=[CH:11][N:10]([CH3:18])[N:9]=1, predict the reactants needed to synthesize it. The reactants are: [Cl:1][C:2]1[CH:7]=[CH:6][CH:5]=[CH:4][C:3]=1[C:8]1[C:12]([C:13]([O:15]CC)=[O:14])=[CH:11][N:10]([CH3:18])[N:9]=1.[OH-].[K+].O. (6) Given the product [CH2:9]([O:11][C:12]([C:13]1[NH:14][C:4]2[CH:3]=[C:2]([F:1])[S:6][C:5]=2[CH:7]=1)=[O:17])[CH3:10], predict the reactants needed to synthesize it. The reactants are: [F:1][C:2]1[S:6][C:5]([CH:7]=O)=[CH:4][CH:3]=1.[CH2:9]([O:11][C:12](=[O:17])[CH2:13][N:14]=[N+]=[N-])[CH3:10]. (7) Given the product [CH3:23][C:24]1[N:29]=[C:28]2[NH:30][CH:31]=[CH:32][C:27]2=[CH:26][C:25]=1[CH2:33][NH:34][C:18]([C:16]1[CH:15]=[N:14][N:13]([CH2:12][C:11]2[CH:10]=[CH:9][C:8]([CH2:7][N:5]3[CH:6]=[C:2]([CH3:1])[CH:3]=[N:4]3)=[CH:22][CH:21]=2)[CH:17]=1)=[O:20], predict the reactants needed to synthesize it. The reactants are: [CH3:1][C:2]1[CH:3]=[N:4][N:5]([CH2:7][C:8]2[CH:22]=[CH:21][C:11]([CH2:12][N:13]3[CH:17]=[C:16]([C:18]([OH:20])=O)[CH:15]=[N:14]3)=[CH:10][CH:9]=2)[CH:6]=1.[CH3:23][C:24]1[N:29]=[C:28]2[NH:30][CH:31]=[CH:32][C:27]2=[CH:26][C:25]=1[CH2:33][NH2:34].CN(C(ON1N=NC2C=CC=NC1=2)=[N+](C)C)C.F[P-](F)(F)(F)(F)F. (8) The reactants are: C([O:3][C:4](=[O:17])[CH:5]([C:10]([C:12]1[S:13][CH:14]=[CH:15][CH:16]=1)=O)[CH2:6][C:7](=O)[CH3:8])C.[NH2:18][C:19]1[CH:24]=[CH:23][CH:22]=[CH:21][CH:20]=1.O.C1(C)C=CC(S(O)(=O)=O)=CC=1.C(O)C. Given the product [CH3:8][C:7]1[N:18]([C:19]2[CH:24]=[CH:23][CH:22]=[CH:21][CH:20]=2)[C:10]([C:12]2[S:13][CH:14]=[CH:15][CH:16]=2)=[C:5]([C:4]([OH:3])=[O:17])[CH:6]=1, predict the reactants needed to synthesize it. (9) Given the product [CH3:1][CH:2]([CH2:5][CH2:6][C:7]1[C:12]([CH3:14])([CH3:13])[CH2:11][CH2:10][CH2:9][C:8]=1[CH3:15])[CH:3]=[C:17]([C:16]([O:23][CH3:24])=[O:22])[C:18]([O:20][CH3:21])=[O:19], predict the reactants needed to synthesize it. The reactants are: [CH3:1][CH:2]([CH2:5][CH2:6][C:7]1[C:12]([CH3:14])([CH3:13])[CH2:11][CH2:10][CH2:9][C:8]=1[CH3:15])[CH:3]=O.[C:16]([O:23][CH3:24])(=[O:22])[CH2:17][C:18]([O:20][CH3:21])=[O:19].N1C=CC=CC=1. (10) Given the product [S:6]1([C:17]2[C:12](=[CH:13][CH:14]=[CH:15][CH:16]=2)[C:10](=[O:11])[NH:9]1)(=[O:7])=[O:8], predict the reactants needed to synthesize it. The reactants are: CN(C)C=O.[S:6]1([C:17]2[C:12](=[CH:13][CH:14]=[CH:15][CH:16]=2)[C:10](=[O:11])[NH:9]1)(=[O:8])=[O:7].[Na].